From a dataset of CYP1A2 inhibition data for predicting drug metabolism from PubChem BioAssay. Regression/Classification. Given a drug SMILES string, predict its absorption, distribution, metabolism, or excretion properties. Task type varies by dataset: regression for continuous measurements (e.g., permeability, clearance, half-life) or binary classification for categorical outcomes (e.g., BBB penetration, CYP inhibition). Dataset: cyp1a2_veith. (1) The molecule is CC(C)(C)N1C(=O)[C@@H]2[C@@H](CC[C@@H]3C(=O)C=C[C@@H](O)[C@H]32)C1=O. The result is 0 (non-inhibitor). (2) The molecule is COC(=O)[C@@]1(Cc2ccc(F)cc2)[C@@H]2C(=CC(=O)[C@H]2CC(=O)C(=O)N2CCCC2)CN1C(=O)c1ccccc1. The result is 0 (non-inhibitor). (3) The compound is COc1ccc(OC)c2[nH]c(=O)c(CCNC(=O)COc3ccccc3)cc12. The result is 1 (inhibitor). (4) The compound is c1csc(CNc2ccnc(-c3ccoc3)n2)c1. The result is 1 (inhibitor). (5) The compound is COc1ccc(-n2c(=O)c(-c3cccs3)nc3cnc(N4CCNCC4)nc32)cc1. The result is 1 (inhibitor). (6) The result is 0 (non-inhibitor). The compound is CCOC(=O)c1ccc(NC(=O)CC2NCCNC2=O)cc1.